This data is from Forward reaction prediction with 1.9M reactions from USPTO patents (1976-2016). The task is: Predict the product of the given reaction. Given the reactants [CH:1](=O)[CH2:2][CH2:3][CH2:4][CH2:5][CH2:6][CH2:7][CH2:8][CH2:9][CH2:10][CH3:11].[ClH:13].Cl.[F:15][C:16]1[C:21]([F:22])=[C:20]([F:23])[CH:19]=[CH:18][C:17]=1[NH:24][C:25]([NH:27][C:28]([NH2:30])=[NH:29])=[NH:26], predict the reaction product. The product is: [ClH:13].[NH2:26][C:25]1[N:24]([C:17]2[CH:18]=[CH:19][C:20]([F:23])=[C:21]([F:22])[C:16]=2[F:15])[CH:1]([CH2:2][CH2:3][CH2:4][CH2:5][CH2:6][CH2:7][CH2:8][CH2:9][CH2:10][CH3:11])[N:29]=[C:28]([NH2:30])[N:27]=1.